Dataset: Catalyst prediction with 721,799 reactions and 888 catalyst types from USPTO. Task: Predict which catalyst facilitates the given reaction. (1) Reactant: [CH2:1]([S:8][C:9]1[CH:14]=[CH:13][C:12]([NH:15][C:16]2[C:21]([O:22][CH3:23])=[CH:20][C:19]([C:24]3[CH:29]=[CH:28][C:27]([Cl:30])=[C:26]([CH3:31])[CH:25]=3)=[C:18]([F:32])[CH:17]=2)=[C:11]([N+:33]([O-])=O)[CH:10]=1)[C:2]1[CH:7]=[CH:6][CH:5]=[CH:4][CH:3]=1.C(O)(=O)C. Product: [CH2:1]([S:8][C:9]1[CH:10]=[C:11]([NH2:33])[C:12]([NH:15][C:16]2[C:21]([O:22][CH3:23])=[CH:20][C:19]([C:24]3[CH:29]=[CH:28][C:27]([Cl:30])=[C:26]([CH3:31])[CH:25]=3)=[C:18]([F:32])[CH:17]=2)=[CH:13][CH:14]=1)[C:2]1[CH:7]=[CH:6][CH:5]=[CH:4][CH:3]=1. The catalyst class is: 401. (2) Reactant: [N:1]1([C:6]2[C:11]([O:12][CH2:13][C:14]([O:16]C)=O)=[CH:10][CH:9]=[CH:8][N:7]=2)[CH2:5][CH2:4][CH2:3][CH2:2]1.[NH2:18][NH2:19]. Product: [N:1]1([C:6]2[C:11]([O:12][CH2:13][C:14]([NH:18][NH2:19])=[O:16])=[CH:10][CH:9]=[CH:8][N:7]=2)[CH2:5][CH2:4][CH2:3][CH2:2]1. The catalyst class is: 14.